Dataset: Full USPTO retrosynthesis dataset with 1.9M reactions from patents (1976-2016). Task: Predict the reactants needed to synthesize the given product. (1) The reactants are: [C:1]([O:5][C:6]([NH:8][C@@H:9]([CH2:13][S:14][C:15]1[C:20]([N+:21]([O-])=O)=[CH:19][CH:18]=[CH:17][C:16]=1[N+:24]([O-])=O)[C:10]([OH:12])=[O:11])=[O:7])([CH3:4])([CH3:3])[CH3:2].[NH4+].[Cl-]. Given the product [C:1]([O:5][C:6]([NH:8][C@@H:9]([CH2:13][S:14][C:15]1[C:16]([NH2:24])=[CH:17][CH:18]=[CH:19][C:20]=1[NH2:21])[C:10]([OH:12])=[O:11])=[O:7])([CH3:4])([CH3:2])[CH3:3], predict the reactants needed to synthesize it. (2) The reactants are: [CH3:1][O:2][C:3]1[CH:4]=[C:5]([CH:11]2[CH:16]([N+:17]([O-:19])=[O:18])[CH2:15][CH2:14][C:13](=[O:20])[CH2:12]2)[CH:6]=[CH:7][C:8]=1[O:9][CH3:10].C([BH-](C(CC)C)C(CC)C)(CC)C.[K+].P([O-])([O-])([O-])=O. Given the product [CH3:1][O:2][C:3]1[CH:4]=[C:5]([CH:11]2[CH:16]([N+:17]([O-:19])=[O:18])[CH2:15][CH2:14][CH:13]([OH:20])[CH2:12]2)[CH:6]=[CH:7][C:8]=1[O:9][CH3:10], predict the reactants needed to synthesize it. (3) Given the product [OH:23][C:17]1[CH:18]=[C:19]([OH:22])[CH:20]=[CH:21][C:16]=1[C:14](=[O:15])[CH2:13][N:6]1[C:5]2[C:4](=[C:3]([O:2][CH3:1])[CH:9]=[C:8]([O:10][CH3:11])[CH:7]=2)[C:19]([C:18]2[CH:17]=[CH:16][C:14]([OH:15])=[CH:13][C:24]=2[OH:27])=[CH:20]1, predict the reactants needed to synthesize it. The reactants are: [CH3:1][O:2][C:3]1[CH:4]=[C:5]([CH:7]=[C:8]([O:10][CH3:11])[CH:9]=1)[NH2:6].Br[CH2:13][C:14]([C:16]1[CH:21]=[CH:20][C:19]([OH:22])=[CH:18][C:17]=1[OH:23])=[O:15].[C:24](=[O:27])(O)[O-].[Na+].